From a dataset of Ames mutagenicity test results for genotoxicity prediction. Regression/Classification. Given a drug SMILES string, predict its toxicity properties. Task type varies by dataset: regression for continuous values (e.g., LD50, hERG inhibition percentage) or binary classification for toxic/non-toxic outcomes (e.g., AMES mutagenicity, cardiotoxicity, hepatotoxicity). Dataset: ames. (1) The drug is O=C1c2ccccc2C(=O)N1SC(Cl)(Cl)Cl. The result is 1 (mutagenic). (2) The drug is CN1C(C(=O)Nc2ccccn2)=C(O)c2sccc2S1(=O)=O. The result is 0 (non-mutagenic). (3) The molecule is Fc1cccc2c1ccc1ncccc12. The result is 1 (mutagenic). (4) The molecule is CS(=O)(=O)n1ncc(Cl)c(Cl)c1=O. The result is 1 (mutagenic). (5) The compound is CC12OOC1(C)c1ccc3cccnc3c1O2. The result is 0 (non-mutagenic). (6) The molecule is CC(Oc1cc(Cl)c(Cl)cc1Cl)C(=O)O. The result is 0 (non-mutagenic). (7) The drug is O=[N+]([O-])c1ccc(CNCCO)o1. The result is 1 (mutagenic). (8) The drug is CC(C)(C)CC(C)(S)CC(C)(C)C. The result is 0 (non-mutagenic). (9) The drug is O=[N+]([O-])c1c(Cl)c(Cl)cc(Cl)c1Cl. The result is 0 (non-mutagenic).